This data is from Catalyst prediction with 721,799 reactions and 888 catalyst types from USPTO. The task is: Predict which catalyst facilitates the given reaction. (1) Reactant: [Br:1][C:2]1[CH:7]=[CH:6][C:5]([F:8])=[CH:4][C:3]=1[OH:9].Cl[C:11]([F:16])([F:15])C([O-])=O.[Na+].C(=O)([O-])[O-].[Cs+].[Cs+].CN(C=O)C. Product: [Br:1][C:2]1[CH:7]=[CH:6][C:5]([F:8])=[CH:4][C:3]=1[O:9][CH:11]([F:16])[F:15]. The catalyst class is: 6. (2) Reactant: [F:1][C:2]1[CH:9]=[CH:8][C:5]([CH:6]=O)=[CH:4][CH:3]=1.C([O-])(=O)C.[Na+].C([BH3-])#N.[Na+].Cl.[CH2:20]([O:22][C:23](=[O:28])[CH:24]([CH3:27])[CH2:25][NH2:26])[CH3:21]. Product: [CH2:20]([O:22][C:23](=[O:28])[CH:24]([CH3:27])[CH2:25][NH:26][CH2:6][C:5]1[CH:8]=[CH:9][C:2]([F:1])=[CH:3][CH:4]=1)[CH3:21]. The catalyst class is: 5. (3) Reactant: Cl[C:2]1[N:11]=[CH:10][C:9]2[N:8]3[CH:12]=[N:13][N:14]=[C:7]3[C@@H:6]([CH2:15][CH3:16])[N:5]([CH:17]3[CH2:20][CH2:19][CH2:18]3)[C:4]=2[N:3]=1.C1C=CC(P(C2C(C3C(P(C4C=CC=CC=4)C4C=CC=CC=4)=CC=C4C=3C=CC=C4)=C3C(C=CC=C3)=CC=2)C2C=CC=CC=2)=CC=1.C([O-])([O-])=O.[Cs+].[Cs+].[F:73][C:74]1[CH:75]=[C:76]([C:81]2[NH:82][CH:83]=[CH:84][N:85]=2)[CH:77]=[CH:78][C:79]=1[F:80]. Product: [CH:17]1([N:5]2[C:4]3[N:3]=[C:2]([N:82]4[CH:83]=[CH:84][N:85]=[C:81]4[C:76]4[CH:77]=[CH:78][C:79]([F:80])=[C:74]([F:73])[CH:75]=4)[N:11]=[CH:10][C:9]=3[N:8]3[CH:12]=[N:13][N:14]=[C:7]3[C@H:6]2[CH2:15][CH3:16])[CH2:20][CH2:19][CH2:18]1. The catalyst class is: 101. (4) Reactant: [C:1]([C:5]1[O:6][C:7]([CH2:15][C:16]2[C:21]([CH3:22])=[CH:20][C:19]([CH3:23])=[CH:18][C:17]=2[CH3:24])=[C:8]([C:10]([O:12]CC)=[O:11])[N:9]=1)([CH3:4])([CH3:3])[CH3:2].O[Li].O.C(O)(=O)CC(CC(O)=O)(C(O)=O)O. Product: [C:1]([C:5]1[O:6][C:7]([CH2:15][C:16]2[C:21]([CH3:22])=[CH:20][C:19]([CH3:23])=[CH:18][C:17]=2[CH3:24])=[C:8]([C:10]([OH:12])=[O:11])[N:9]=1)([CH3:4])([CH3:3])[CH3:2]. The catalyst class is: 299. (5) Reactant: [H-].[Na+].[Br:3][C:4]1[CH:12]=[C:11]2[C:7]([CH:8]=[CH:9][NH:10]2)=[C:6]([O:13][CH3:14])[CH:5]=1.[CH2:15](I)[CH3:16]. Product: [Br:3][C:4]1[CH:12]=[C:11]2[C:7]([CH:8]=[CH:9][N:10]2[CH2:15][CH3:16])=[C:6]([O:13][CH3:14])[CH:5]=1. The catalyst class is: 3. (6) Reactant: Br[CH2:2][CH2:3][CH2:4][CH2:5][N:6]1[C:10](=[O:11])[C:9]2=[CH:12][CH:13]=[CH:14][CH:15]=[C:8]2[C:7]1=[O:16].[C:17]([NH:24][OH:25])([O:19][C:20]([CH3:23])([CH3:22])[CH3:21])=[O:18].C1CCN2C(=NCCC2)CC1.Cl. Product: [C:20]([O:19][C:17]([NH:24][O:25][CH2:2][CH2:3][CH2:4][CH2:5][N:6]1[C:10](=[O:11])[C:9]2=[CH:12][CH:13]=[CH:14][CH:15]=[C:8]2[C:7]1=[O:16])=[O:18])([CH3:23])([CH3:22])[CH3:21]. The catalyst class is: 578.